This data is from Full USPTO retrosynthesis dataset with 1.9M reactions from patents (1976-2016). The task is: Predict the reactants needed to synthesize the given product. (1) Given the product [C:7]([C:11]1[CH:17]=[CH:16][CH:15]=[C:13]([F:1])[CH:12]=1)([CH3:10])([CH3:9])[CH3:8], predict the reactants needed to synthesize it. The reactants are: [F:1][B-](F)(F)F.[H+].[C:7]([C:11]1[CH:12]=[C:13]([CH:15]=[CH:16][CH:17]=1)N)([CH3:10])([CH3:9])[CH3:8].N([O-])=O.[Na+]. (2) Given the product [CH3:1][O:2][C:3]1[CH:10]=[CH:9][C:6]([CH:7]=[N:12][OH:13])=[CH:5][CH:4]=1, predict the reactants needed to synthesize it. The reactants are: [CH3:1][O:2][C:3]1[CH:10]=[CH:9][C:6]([CH:7]=O)=[CH:5][CH:4]=1.Cl.[NH2:12][OH:13].[OH-].[Na+].Cl. (3) The reactants are: [OH:1][C:2]1([CH:8]([C:23]2[CH:28]=[CH:27][C:26]([C:29]3[CH:33]=[CH:32][S:31][CH:30]=3)=[CH:25][CH:24]=2)[CH2:9][N:10]2[CH2:15][CH2:14][N:13](C(OC(C)(C)C)=O)[CH2:12][CH2:11]2)[CH2:7][CH2:6][CH2:5][CH2:4][CH2:3]1.[ClH:34]. Given the product [ClH:34].[ClH:34].[N:10]1([CH2:9][CH:8]([C:2]2([OH:1])[CH2:3][CH2:4][CH2:5][CH2:6][CH2:7]2)[C:23]2[CH:24]=[CH:25][C:26]([C:29]3[CH:33]=[CH:32][S:31][CH:30]=3)=[CH:27][CH:28]=2)[CH2:15][CH2:14][NH:13][CH2:12][CH2:11]1, predict the reactants needed to synthesize it. (4) Given the product [C:14]([N:4]1[CH:3]=[C:2]([I:1])[CH:6]=[N:5]1)(=[O:21])[C:15]1[CH:20]=[CH:19][CH:18]=[CH:17][CH:16]=1, predict the reactants needed to synthesize it. The reactants are: [I:1][C:2]1[CH:3]=[N:4][NH:5][CH:6]=1.C(N(CC)CC)C.[C:14](Cl)(=[O:21])[C:15]1[CH:20]=[CH:19][CH:18]=[CH:17][CH:16]=1. (5) Given the product [Cl:3][C:4]1[CH:5]=[C:6]([C:14]2[O:18][N:17]=[C:16]([C:19]3[CH:20]=[CH:21][CH:22]=[C:23]4[C:27]=3[N:26]([CH2:36][CH3:37])[CH:25]=[C:24]4[CH2:28][CH2:29][C:30]([O:32][CH2:34][CH3:35])=[O:31])[N:15]=2)[CH:7]=[CH:8][C:9]=1[O:10][CH:11]([CH3:12])[CH3:13], predict the reactants needed to synthesize it. The reactants are: [OH-].[K+].[Cl:3][C:4]1[CH:5]=[C:6]([C:14]2[O:18][N:17]=[C:16]([C:19]3[CH:20]=[CH:21][CH:22]=[C:23]4[C:27]=3[NH:26][CH:25]=[C:24]4[CH2:28][CH2:29][C:30]([OH:32])=[O:31])[N:15]=2)[CH:7]=[CH:8][C:9]=1[O:10][CH:11]([CH3:13])[CH3:12].Br[CH2:34][CH3:35].[C:36](OCC)(=O)[CH3:37].